Predict the reactants needed to synthesize the given product. From a dataset of Retrosynthesis with 50K atom-mapped reactions and 10 reaction types from USPTO. (1) Given the product COc1ccc(N2CCN(C(=O)Cc3cc[nH]c3)[C@@H](Cc3ccccc3)C2)cc1OC(C)C, predict the reactants needed to synthesize it. The reactants are: COc1ccc(N2CCN[C@@H](Cc3ccccc3)C2)cc1OC(C)C.O=C(O)Cc1cc[nH]c1. (2) Given the product COc1cccc(-c2cc(NC(N)=O)c(C(N)=O)s2)c1, predict the reactants needed to synthesize it. The reactants are: COc1cccc(-c2cc(N)c(C(N)=O)s2)c1.C[Si](C)(C)N=C=O. (3) Given the product C#CCN(C)CC1=Cc2ccccc2Oc2ccccc21, predict the reactants needed to synthesize it. The reactants are: BrCC1=Cc2ccccc2Oc2ccccc21.C#CCNC.